From a dataset of Drug-target binding data from BindingDB using Ki measurements. Regression. Given a target protein amino acid sequence and a drug SMILES string, predict the binding affinity score between them. We predict pKi (pKi = -log10(Ki in M); higher means stronger inhibition). Dataset: bindingdb_ki. (1) The pKi is 4.8. The target protein (P20288) has sequence MDPLNLSWYDDDPESRNWSRPFNGSEGKADRPPYNYYAMLLTLLIFVIVFGNVLVCMAVSREKALQTTTNYLIVSLAVADLLVATLVMPWVVYLEVVGEWKFSRIHCDIFVTLDVMMCTASILNLCAISIDRYTAVAMPMLYNTRYSSKRRVTVMIAIVWVLSFTISCPMLFGLNNTDQNECIIANPAFVVYSSIVSFYVPFIVTLLVYIKIYIVLRRRRKRVNTKRSSRAFRANLKAPLKGNCTHPEDMKLCTVIMKSNGSFPVNRRRVEAARRAQELEMEMLSSTSPPERTRYSPIPPSHHQLTLPDPSHHGLHSTPDSPAKPEKNGHAKTVNPKIAKIFEIQSMPNGKTRTSLKTMSRRKLSQQKEKKATQMLAIVLGVFIICWLPFFITHILNIHCDCNIPPVLYSAFTWLGYVNSAVNPIIYTTFNIEFRKAFLKILHC. The compound is Cc1cccc(C2CCCNC2)c1C. (2) The target protein (O43598) has sequence MAAAMVPGRSESWERGEPGRPALYFCGSIRGGREDRTLYERIVSRLRRFGTVLTEHVAAAELGARGEEAAGGDRLIHEQDLEWLQQADVVVAEVTQPSLGVGYELGRAVAFNKRILCLFRPQSGRVLSAMIRGAADGSRFQVWDYEEGEVEALLDRYFEADPPGQVAASPDPTT. The pKi is 5.8. The drug is O=P(O)(O)OC[C@H]1O[C@@H](n2cnc3c(-c4ccc(O)cc4)ncnc32)[C@H](O)[C@@H]1O. (3) The compound is CC(=O)N[C@H]1CSCc2cc3cc(c2)CSC[C@H](NC(=O)[C@H](Cc2c[nH]c4ccccc24)NC(=O)[C@@H]2CCCN2C(=O)[C@H](CC(N)=O)NC(=O)[C@H](Cc2c[nH]c4ccccc24)NC(=O)[C@H]([C@@H](C)O)NC(=O)[C@H](CC(N)=O)NC1=O)C(=O)N1CCC[C@H]1C(=O)N[C@@H](Cc1c[nH]c2ccccc12)C(=O)N[C@@H](CC(=O)O)C(=O)N[C@@H](C)C(=O)N1CCC[C@H]1C(=O)N[C@@H](CC(C)C)C(=O)N[C@@H](C(=O)N[C@@H](C)C(=O)N(C)CC(=O)N(C)CC(=O)N(C)CC(=O)N[C@H](CCCNC(=N)N)C(=O)N[C@H](CCCNC(=N)N)C(=O)O)CSC3. The target protein (P14272) has sequence MILFKQVGYFVSLFATVSCGCLSQLYANTFFRGGDLAAIYTPDAQHCQKMCTFHPRCLLFSFLAVSPTKETDKRFGCFMKESITGTLPRIHRTGAISGHSLKQCGHQLSACHQDIYEGLDMRGSNFNISKTDSIEECQKLCTNNIHCQFFTYATKAFHRPEYRKSCLLKRSSSGTPTSIKPVDNLVSGFSLKSCALSEIGCPMDIFQHFAFADLNVSQVVTPDAFVCRTVCTFHPNCLFFTFYTNEWETESQRNVCFLKTSKSGRPSPPIIQENAVSGYSLFTCRKARPEPCHFKIYSGVAFEGEELNATFVQGADACQETCTKTIRCQFFTYSLLPQDCKAEGCKCSLRLSTDGSPTRITYEAQGSSGYSLRLCKVVESSDCTTKINARIVGGTNSSLGEWPWQVSLQVKLVSQNHMCGGSIIGRQWILTAAHCFDGIPYPDVWRIYGGILNLSEITNKTPFSSIKELIIHQKYKMSEGSYDIALIKLQTPLNYTEFQK.... The pKi is 8.5. (4) The target protein sequence is VTPVKNQGQCGSCWAFSATGALEGQMFRKTGRLISLSEQNLVDCSGPQGNEGCNGGLMDYAFQYVQDNGGLDSEESYPYEATEESCKYNPKYSVANDTGFVDIPKQEKALMKAVATVGPISVAIDAGHESFLFYKEGIYFEPDCSSEDMDHGVLVVGYGFESSESDNNKYWLVKN. The pKi is 6.9. The compound is CC(C)C[C@H](NC(=O)c1ccc2ccccc2n1)C(=O)NC(C)C(=O)CNC(=O)Cc1cccc(-c2ccccn2)c1. (5) The small molecule is Cc1cncc(-c2cnc(N[C@@H]3CCN(C)C[C@H]3OCC3CCS(=O)(=O)CC3)c3[nH]c(=O)c(C)cc23)c1. The target protein (Q9ULD4) has sequence MRKPRRKSRQNAEGRRSPSPYSLKCSPTRETLTYAQAQRIVEVDIDGRLHRISIYDPLKIITEDELTAQDITECNSNKENSEQPQFPGKSKKPSSKGKKKESCSKHASGTSFHLPQPSFRMVDSGIQPEAPPLPAAYYRYIEKPPEDLDAEVEYDMDEEDLAWLDMVNEKRRVDGHSLVSADTFELLVDRLEKESYLESRSSGAQQSLIDEDAFCCVCLDDECHNSNVILFCDICNLAVHQECYGVPYIPEGQWLCRCCLQSPSRPVDCILCPNKGGAFKQTSDGHWAHVVCAIWIPEVCFANTVFLEPIEGIDNIPPARWKLTCYICKQKGLGAAIQCHKVNCYTAFHVTCAQRAGLFMKIEPMRETSLNGTIFTVRKTAYCEAHSPPGAATARRKGDSPRSISETGDEEGLKEGDGEEEEEEEVEEEEQEAQGGVSGSLKGVPKKSKMSLKQKIKKEPEEAGQDTPSTLPMLAVPQIPSYRLNKICSGLSFQRKNQFM.... The pKi is 6.1. (6) The pKi is 6.7. The target protein (Q6PHU5) has sequence MERPRGAADGLLRWPLGLLLLLQLLPPAAVGQDRLDAPPPPAPPLLRWAGPVGVSWGLRAAAPGGPVPRAGRWRRGAPAEDQDCGRLPDFIAKLTNNTHQHVFDDLSGSVSLSWVGDSTGVILVLTTFQVPLVIVSFGQSKLYRSEDYGKNFKDITNLINNTFIRTEFGMAIGPENSGKVILTAEVSGGSRGGRVFRSSDFAKNFVQTDLPFHPLTQMMYSPQNSDYLLALSTENGLWVSKNFGEKWEEIHKAVCLAKWGPNNIIFFTTHVNGSCKADLGALELWRTSDLGKTFKTIGVKIYSFGLGGRFLFASVMADKDTTRRIHVSTDQGDTWSMAQLPSVGQEQFYSILAANEDMVFMHVDEPGDTGFGTIFTSDDRGIVYSKSLDRHLYTTTGGETDFTNVTSLRGVYITSTLSEDNSIQSMITFDQGGRWEHLRKPENSKCDATAKNKNECSLHIHASYSISQKLNVPMAPLSEPNAVGIVIAHGSVGDAISVMV.... The compound is Cc1cccc(NC(=O)c2ccc(C(F)(F)F)cc2C(=O)O)n1.